This data is from Forward reaction prediction with 1.9M reactions from USPTO patents (1976-2016). The task is: Predict the product of the given reaction. (1) Given the reactants [F:1][C:2]1[C:10]2[C:5](=[CH:6][CH:7]=[C:8]([CH:11]3[CH2:16][CH2:15][N:14]([CH2:17][CH2:18][N:19](C)[C:20](=O)OC(C)(C)C)[CH2:13][CH2:12]3)[CH:9]=2)[NH:4][C:3]=1[C:28]1[CH:33]=[CH:32][CH:31]=[CH:30][C:29]=1[O:34][CH3:35].C(O)(C(F)(F)F)=O, predict the reaction product. The product is: [F:1][C:2]1[C:10]2[C:5](=[CH:6][CH:7]=[C:8]([CH:11]3[CH2:16][CH2:15][N:14]([CH2:17][CH2:18][NH:19][CH3:20])[CH2:13][CH2:12]3)[CH:9]=2)[NH:4][C:3]=1[C:28]1[CH:33]=[CH:32][CH:31]=[CH:30][C:29]=1[O:34][CH3:35]. (2) Given the reactants [CH3:1][C:2]1[C:6]2[C:7](=[O:20])[N:8]([CH2:12][CH2:13][N:14]3[CH2:19][CH2:18][O:17][CH2:16][CH2:15]3)[CH2:9][CH2:10][CH2:11][C:5]=2[NH:4][C:3]=1[CH:21]=O.[F:23][C:24]1[CH:25]=[C:26]2[C:30](=[CH:31][C:32]=1[NH:33][C:34](=[O:38])[CH2:35][O:36][CH3:37])[NH:29][C:28](=[O:39])[CH2:27]2, predict the reaction product. The product is: [F:23][C:24]1[CH:25]=[C:26]2[C:30](=[CH:31][C:32]=1[NH:33][C:34](=[O:38])[CH2:35][O:36][CH3:37])[NH:29][C:28](=[O:39])[C:27]2=[CH:21][C:3]1[NH:4][C:5]2[CH2:11][CH2:10][CH2:9][N:8]([CH2:12][CH2:13][N:14]3[CH2:19][CH2:18][O:17][CH2:16][CH2:15]3)[C:7](=[O:20])[C:6]=2[C:2]=1[CH3:1]. (3) The product is: [ClH:35].[F:1][C:2]1[CH:7]=[CH:6][C:5]([N:8]2[C:16]3[C:11](=[CH:12][CH:13]=[CH:14][CH:15]=3)[C:10]([CH2:17][CH2:18][CH2:19][CH2:20][N:21]3[CH2:22][CH2:23][C:24]4([C:34]5[C:29](=[CH:30][CH:31]=[CH:32][CH:33]=5)[CH2:28][O:27]4)[CH2:25][CH2:26]3)=[CH:9]2)=[CH:4][CH:3]=1. Given the reactants [F:1][C:2]1[CH:7]=[CH:6][C:5]([N:8]2[C:16]3[C:11](=[CH:12][CH:13]=[CH:14][CH:15]=3)[C:10]([CH2:17][CH2:18][CH2:19][CH2:20][N:21]3[CH2:26][CH2:25][C:24]4([C:34]5[C:29](=[CH:30][CH:31]=[CH:32][CH:33]=5)[CH2:28][O:27]4)[CH2:23][CH2:22]3)=[CH:9]2)=[CH:4][CH:3]=1.[ClH:35], predict the reaction product.